This data is from Forward reaction prediction with 1.9M reactions from USPTO patents (1976-2016). The task is: Predict the product of the given reaction. (1) Given the reactants [NH:1]1[C:5]2=[N:6][C:7]([C:10]#[N:11])=[CH:8][CH:9]=[C:4]2[CH:3]=[CH:2]1.[CH2:12](Br)[C:13]1[CH:18]=[CH:17][CH:16]=[CH:15][CH:14]=1, predict the reaction product. The product is: [CH2:12]([N:1]1[C:5]2=[N:6][C:7]([C:10]#[N:11])=[CH:8][CH:9]=[C:4]2[CH:3]=[CH:2]1)[C:13]1[CH:18]=[CH:17][CH:16]=[CH:15][CH:14]=1. (2) The product is: [CH2:10]([N:17]1[CH2:18][CH2:19][N:20]([CH2:21][C:22]2[CH:27]=[CH:26][CH:25]=[CH:24][CH:23]=2)[CH2:8][CH:2]1[C:3]([O:5][CH2:6][CH3:7])=[O:4])[C:11]1[CH:12]=[CH:13][CH:14]=[CH:15][CH:16]=1. Given the reactants Br[CH:2]([CH2:8]Br)[C:3]([O:5][CH2:6][CH3:7])=[O:4].[CH2:10]([NH:17][CH2:18][CH2:19][NH:20][CH2:21][C:22]1[CH:27]=[CH:26][CH:25]=[CH:24][CH:23]=1)[C:11]1[CH:16]=[CH:15][CH:14]=[CH:13][CH:12]=1.C(N(CC)CC)C, predict the reaction product. (3) The product is: [N:13]1[CH:18]=[CH:17][C:16]([O:1][CH:2]2[CH2:3][N:4]([C:6]([O:8][C:9]([CH3:12])([CH3:11])[CH3:10])=[O:7])[CH2:5]2)=[CH:15][CH:14]=1. Given the reactants [OH:1][CH:2]1[CH2:5][N:4]([C:6]([O:8][C:9]([CH3:12])([CH3:11])[CH3:10])=[O:7])[CH2:3]1.[N:13]1[CH:18]=[CH:17][C:16](O)=[CH:15][CH:14]=1.C1(P(C2C=CC=CC=2)C2C=CC=CC=2)C=CC=CC=1.CC(OC(/N=N/C(OC(C)C)=O)=O)C.C1(C)C=CC=CC=1, predict the reaction product. (4) Given the reactants [Cl:1][C:2]1[C:10]2[CH:9]=[C:8]([C:11]([OH:13])=O)[S:7][C:6]=2[CH:5]=[CH:4][CH:3]=1.[NH2:14][C:15]1[CH:16]=[CH:17][C:18]([N:21]2[CH2:26][CH2:25][N:24]([C:27]([OH:29])=[O:28])[CH2:23][CH2:22]2)=[N:19][CH:20]=1, predict the reaction product. The product is: [C:10]([O:28][C:27]([N:24]1[CH2:25][CH2:26][N:21]([C:18]2[CH:17]=[CH:16][C:15]([NH:14][C:11]([C:8]3[S:7][C:6]4[CH:5]=[CH:4][CH:3]=[C:2]([Cl:1])[C:10]=4[CH:9]=3)=[O:13])=[CH:20][N:19]=2)[CH2:22][CH2:23]1)=[O:29])([CH3:2])([CH3:9])[CH3:6]. (5) Given the reactants N.CC(O)C.ClC(C1C=CC(Cl)=CC=1)(C1N(C)C=NC=1)[C:8]1[CH:9]=[CH:10][C:11]2[N:17](C)[C:16](=[O:19])[CH2:15][N:14]=[C:13](C3C=CC=C(Cl)C=3)[C:12]=2[CH:27]=1, predict the reaction product. The product is: [N:17]1[C:16](=[O:19])[CH:15]=[N:14][CH:13]=[C:12]2[CH:27]=[CH:8][CH:9]=[CH:10][C:11]=12. (6) Given the reactants [CH3:1][O:2][C:3](=[O:14])[CH2:4][O:5][C:6]1[CH:11]=[CH:10][C:9]([F:12])=[C:8]([NH2:13])[CH:7]=1.C[O:16][C:17](=O)[CH:18]([CH2:23][C:24]1[CH:29]=[CH:28][C:27]([S:30]([CH3:33])(=[O:32])=[O:31])=[CH:26][CH:25]=1)[C:19](=O)[CH2:20][CH3:21].O1CCOCC1.C([O-])(=O)C.[Na+], predict the reaction product. The product is: [CH3:1][O:2][C:3](=[O:14])[CH2:4][O:5][C:6]1[CH:11]=[CH:10][C:9]([F:12])=[C:8]2[C:7]=1[C:17](=[O:16])[C:18]([CH2:23][C:24]1[CH:25]=[CH:26][C:27]([S:30]([CH3:33])(=[O:31])=[O:32])=[CH:28][CH:29]=1)=[C:19]([CH2:20][CH3:21])[NH:13]2. (7) Given the reactants C([Li])CCC.[CH2:6]([C@H:13]1[CH2:17][O:16][C:15](=[O:18])[NH:14]1)[C:7]1[CH:12]=[CH:11][CH:10]=[CH:9][CH:8]=1.[CH3:19][O:20][C:21]1[CH:26]=[CH:25][C:24]([CH2:27][C:28](Cl)=[O:29])=[CH:23][CH:22]=1, predict the reaction product. The product is: [CH2:6]([C@H:13]1[CH2:17][O:16][C:15](=[O:18])[N:14]1[C:28](=[O:29])[CH2:27][C:24]1[CH:25]=[CH:26][C:21]([O:20][CH3:19])=[CH:22][CH:23]=1)[C:7]1[CH:8]=[CH:9][CH:10]=[CH:11][CH:12]=1.